Dataset: Forward reaction prediction with 1.9M reactions from USPTO patents (1976-2016). Task: Predict the product of the given reaction. (1) Given the reactants [CH:1]([NH:4][C:5]([C@@H:7]1[CH2:12][CH2:11][C@H:10]([N:13]2[C:21]3[CH:20]=[C:19]([O:22][CH2:23][CH2:24][N:25]4[CH2:30][CH2:29][CH2:28][CH2:27][CH2:26]4)[N:18]=[CH:17][C:16]=3[NH:15]/[C:14]/2=[N:31]\[C:32]([C:34]2[CH:35]=[CH:36][C:37]3[CH:41]=CS[C:38]=3[CH:42]=2)=[O:33])[CH2:9][CH2:8]1)=[O:6])([CH3:3])[CH3:2].C(C1C=CC(C(O)=O)=CC=1)#[N:44], predict the reaction product. The product is: [C:41]([C:37]1[CH:38]=[CH:42][C:34]([C:32](/[N:31]=[C:14]2/[N:13]([C@H:10]3[CH2:9][CH2:8][C@@H:7]([C:5](=[O:6])[NH:4][CH:1]([CH3:2])[CH3:3])[CH2:12][CH2:11]3)[C:21]3[CH:20]=[C:19]([O:22][CH2:23][CH2:24][N:25]4[CH2:26][CH2:27][CH2:28][CH2:29][CH2:30]4)[N:18]=[CH:17][C:16]=3[NH:15]/2)=[O:33])=[CH:35][CH:36]=1)#[N:44]. (2) Given the reactants [F:1][C:2]([F:7])([F:6])[C:3]([OH:5])=[O:4].[Cl:8][C:9]1[CH:10]=[N:11][C:12]2[NH:13][C:14]3[CH:15]=[CH:16][CH:17]=[C:18]([CH:32]=3)[CH2:19][CH2:20][C:21]3[CH:29]=[C:25]([NH:26][C:27]=1[N:28]=2)[CH:24]=[CH:23][C:22]=3[CH2:30]O.[N:33]1([C:39]([O:41][C:42]([CH3:45])([CH3:44])[CH3:43])=[O:40])[CH2:38][CH2:37][NH:36][CH2:35][CH2:34]1, predict the reaction product. The product is: [F:1][C:2]([F:7])([F:6])[C:3]([OH:5])=[O:4].[F:1][C:2]([F:7])([F:6])[C:3]([OH:5])=[O:4].[Cl:8][C:9]1[CH:10]=[N:11][C:12]2[NH:13][C:14]3[CH:15]=[CH:16][CH:17]=[C:18]([CH:32]=3)[CH2:19][CH2:20][C:21]3[CH:29]=[C:25]([NH:26][C:27]=1[N:28]=2)[CH:24]=[CH:23][C:22]=3[CH2:30][N:36]1[CH2:37][CH2:38][N:33]([C:39]([O:41][C:42]([CH3:45])([CH3:44])[CH3:43])=[O:40])[CH2:34][CH2:35]1. (3) Given the reactants [Br:1][C:2]1[CH:7]=[CH:6][C:5]([O:8][CH2:9][C:10]2([CH:18]=[CH2:19])[CH2:13][C:12](OC)([O:14]C)[CH2:11]2)=[C:4]([I:20])[CH:3]=1.Cl.C([O-])(O)=O.[Na+], predict the reaction product. The product is: [Br:1][C:2]1[CH:7]=[CH:6][C:5]([O:8][CH2:9][C:10]2([CH:18]=[CH2:19])[CH2:13][C:12](=[O:14])[CH2:11]2)=[C:4]([I:20])[CH:3]=1. (4) Given the reactants BrC1C(N[C:19]([C:18]2(NC(=O)O[C:18]([CH3:21])([CH3:20])[CH3:19])[CH2:21][CH2:20]2)=O)=NC=C(Br)N=1.[C:23]([N:30]1[CH:34]=[CH:33][N:32]=C1)([N:25]1C=CN=C1)=O.C(O[C:40]([NH:42][C:43]1([C:46]([OH:48])=O)[CH2:45][CH2:44]1)=O)(C)(C)C.[CH:49](N(CC)C(C)C)(C)[CH3:50].BrC1[C:60]([NH2:66])=[N:61][CH:62]=[C:63](Br)N=1.C[N:68](C)C=O, predict the reaction product. The product is: [CH3:21][C:18]1[CH:19]=[C:66]([C:60]2[NH:61][CH:62]=[N:63][N:68]=2)[CH:50]=[CH:49][C:20]=1[C:33]1[N:32]=[C:40]2[NH:42][C:43]3([CH2:44][CH2:45]3)[C:46](=[O:48])[NH:25][C:23]2=[N:30][CH:34]=1. (5) The product is: [CH3:1][O:2][C:3]1[CH:4]=[C:5]([N:6]2[CH:33]=[C:23]([CH2:22][OH:21])[N:24]=[CH:27]2)[CH:7]=[C:8]([C:10]([F:11])([F:12])[F:13])[CH:9]=1. Given the reactants [CH3:1][O:2][C:3]1[CH:4]=[C:5]([CH:7]=[C:8]([C:10]([F:13])([F:12])[F:11])[CH:9]=1)[NH2:6].C([O:21][CH2:22][CH3:23])(OCC)OCC.[N+:24]([CH2:27]C(OCC)=O)([O-])=O.[C:33](O)(=O)C, predict the reaction product.